From a dataset of Merck oncology drug combination screen with 23,052 pairs across 39 cell lines. Regression. Given two drug SMILES strings and cell line genomic features, predict the synergy score measuring deviation from expected non-interaction effect. (1) Drug 1: N.N.O=C(O)C1(C(=O)O)CCC1.[Pt]. Drug 2: COC1=C2CC(C)CC(OC)C(O)C(C)C=C(C)C(OC(N)=O)C(OC)C=CC=C(C)C(=O)NC(=CC1=O)C2=O. Cell line: NCIH2122. Synergy scores: synergy=-13.8. (2) Drug 1: NC1(c2ccc(-c3nc4ccn5c(=O)[nH]nc5c4cc3-c3ccccc3)cc2)CCC1. Drug 2: Cc1nc(Nc2ncc(C(=O)Nc3c(C)cccc3Cl)s2)cc(N2CCN(CCO)CC2)n1. Cell line: CAOV3. Synergy scores: synergy=22.2.